From a dataset of hERG Central: cardiac toxicity at 1µM, 10µM, and general inhibition. Predict hERG channel inhibition at various concentrations. Results: hERG_inhib (hERG inhibition (general)): blocker. The molecule is COc1ccc(CC2(CO)CCN(CC3=CC[C@H]4C[C@@H]3C4(C)C)CC2)cc1.